This data is from Forward reaction prediction with 1.9M reactions from USPTO patents (1976-2016). The task is: Predict the product of the given reaction. (1) The product is: [Cl:1][C:2]1[N:7]=[C:6]([C:8]2[S:12][CH:11]=[N:10][C:9]=2[C:13]2[CH:14]=[C:15]([NH:19][C:26](=[O:27])[CH2:25][C:21]3[S:20][CH:24]=[CH:23][CH:22]=3)[CH:16]=[CH:17][CH:18]=2)[CH:5]=[CH:4][N:3]=1. Given the reactants [Cl:1][C:2]1[N:7]=[C:6]([C:8]2[S:12][CH:11]=[N:10][C:9]=2[C:13]2[CH:14]=[C:15]([NH2:19])[CH:16]=[CH:17][CH:18]=2)[CH:5]=[CH:4][N:3]=1.[S:20]1[CH:24]=[CH:23][CH:22]=[C:21]1[CH2:25][C:26](Cl)=[O:27], predict the reaction product. (2) Given the reactants [CH3:1][O:2][C:3]1[CH:4]=[C:5]([S:9](Cl)(=[O:11])=[O:10])[CH:6]=[CH:7][CH:8]=1.[F:13][C:14]1[CH:19]=[C:18]([F:20])[CH:17]=[CH:16][C:15]=1[C:21]1[CH:26]=[C:25]([F:27])[CH:24]=[CH:23][C:22]=1[CH:28]([NH2:30])[CH3:29].C(N(CC)CC)C, predict the reaction product. The product is: [F:13][C:14]1[CH:19]=[C:18]([F:20])[CH:17]=[CH:16][C:15]=1[C:21]1[CH:26]=[C:25]([F:27])[CH:24]=[CH:23][C:22]=1[CH:28]([NH:30][S:9]([C:5]1[CH:6]=[CH:7][CH:8]=[C:3]([O:2][CH3:1])[CH:4]=1)(=[O:11])=[O:10])[CH3:29].